This data is from Reaction yield outcomes from USPTO patents with 853,638 reactions. The task is: Predict the reaction yield, written as a fraction of the theoretical maximum amount of product (1.0 means a 100% yield; for example, 0.34 means a 34% yield). (1) The reactants are [C:1]([O:4][CH2:5][C:6]1[C:7]([N:21]2[CH2:32][CH2:31][N:30]3[C:23](=[CH:24][C:25]4[CH2:26][C:27]([CH3:34])([CH3:33])[CH2:28][C:29]=43)[C:22]2=[O:35])=[N:8][CH:9]=[CH:10][C:11]=1[C:12]1[CH:17]=[C:16](Br)[C:15](=[O:19])[N:14]([CH3:20])[CH:13]=1)(=[O:3])[CH3:2].Cl.[CH3:37][C:38]1[S:42][N:41]=[C:40]([NH2:43])[CH:39]=1.C([O-])([O-])=O.[Cs+].[Cs+].CC1(C)C2C(=C(P(C3C=CC=CC=3)C3C=CC=CC=3)C=CC=2)OC2C(P(C3C=CC=CC=3)C3C=CC=CC=3)=CC=CC1=2. The catalyst is C1C=CC(/C=C/C(/C=C/C2C=CC=CC=2)=O)=CC=1.C1C=CC(/C=C/C(/C=C/C2C=CC=CC=2)=O)=CC=1.C1C=CC(/C=C/C(/C=C/C2C=CC=CC=2)=O)=CC=1.[Pd].[Pd].O1CCOCC1. The product is [C:1]([O:4][CH2:5][C:6]1[C:7]([N:21]2[CH2:32][CH2:31][N:30]3[C:23](=[CH:24][C:25]4[CH2:26][C:27]([CH3:34])([CH3:33])[CH2:28][C:29]=43)[C:22]2=[O:35])=[N:8][CH:9]=[CH:10][C:11]=1[C:12]1[CH:17]=[C:16]([NH:43][C:40]2[CH:39]=[C:38]([CH3:37])[S:42][N:41]=2)[C:15](=[O:19])[N:14]([CH3:20])[CH:13]=1)(=[O:3])[CH3:2]. The yield is 0.310. (2) The reactants are I([O-])(=O)(=O)=O.[Na+].[OH:7][C:8]1(CO)[CH:14]=[CH:13][C:12]2[CH:15]=[C:16]([C:19](=[O:21])[CH3:20])[CH:17]=[CH:18][C:11]=2[O:10][CH2:9]1. The catalyst is O1CCOCC1.O. The product is [C:19]([C:16]1[CH:17]=[CH:18][C:11]2[O:10][CH2:9][C:8](=[O:7])[CH:14]=[CH:13][C:12]=2[CH:15]=1)(=[O:21])[CH3:20]. The yield is 0.780. (3) The reactants are [CH2:1]([S:3]([C:6]1[C:18](F)=[CH:17][C:9]([C:10]([O:12][C:13]([CH3:16])([CH3:15])[CH3:14])=[O:11])=[C:8]([N+:20]([O-:22])=[O:21])[CH:7]=1)(=[O:5])=[O:4])[CH3:2].[NH:23]([CH2:27][CH2:28][OH:29])[CH2:24][CH2:25][OH:26]. The catalyst is CS(C)=O. The product is [OH:26][CH2:25][CH2:24][N:23]([CH2:27][CH2:28][OH:29])[C:18]1[C:6]([S:3]([CH2:1][CH3:2])(=[O:5])=[O:4])=[CH:7][C:8]([N+:20]([O-:22])=[O:21])=[C:9]([CH:17]=1)[C:10]([O:12][C:13]([CH3:16])([CH3:15])[CH3:14])=[O:11]. The yield is 0.780. (4) The reactants are C([NH:9][C:10]1[O:11][C@@H:12]2[C@H:14]([C@@:15]([C:20]3[CH:21]=[C:22]([CH:31]=[CH:32][C:33]=3[F:34])[C:23]([NH:25][C@@H:26]([CH3:30])[CH2:27][O:28][CH3:29])=[O:24])([CH:17]([F:19])[F:18])[N:16]=1)[CH2:13]2)(=O)C1C=CC=CC=1.N12CCCN=C1CCCCC2. The catalyst is CO. The product is [NH2:9][C:10]1[O:11][C@@H:12]2[C@H:14]([C@@:15]([C:20]3[CH:21]=[C:22]([CH:31]=[CH:32][C:33]=3[F:34])[C:23]([NH:25][C@@H:26]([CH3:30])[CH2:27][O:28][CH3:29])=[O:24])([CH:17]([F:19])[F:18])[N:16]=1)[CH2:13]2. The yield is 0.191. (5) The reactants are [CH3:1][Si](C=[N+]=[N-])(C)C.[C:8]([O:12][C:13]([N:15]1[CH2:20][CH:19]=[C:18]([C:21]2[N:26]=[CH:25][C:24]([C:27]([OH:29])=[O:28])=[CH:23][N:22]=2)[CH2:17][CH2:16]1)=[O:14])([CH3:11])([CH3:10])[CH3:9]. The catalyst is C1(C)C=CC=CC=1.CO. The yield is 0.880. The product is [C:8]([O:12][C:13]([N:15]1[CH2:16][CH:17]=[C:18]([C:21]2[N:26]=[CH:25][C:24]([C:27]([O:29][CH3:1])=[O:28])=[CH:23][N:22]=2)[CH2:19][CH2:20]1)=[O:14])([CH3:11])([CH3:9])[CH3:10]. (6) The reactants are C([Li])CCC.[Cl-].[Cl:7][CH2:8][P+](C1C=CC=CC=1)(C1C=CC=CC=1)C1C=CC=CC=1.[C:28]([C:31]1[CH:32]=[CH:33][C:34]2[O:40][CH2:39][C:38](=O)[CH:37]=[CH:36][C:35]=2[CH:42]=1)(=[O:30])[CH3:29]. The product is [Cl:7][CH:8]=[C:38]1[CH:37]=[CH:36][C:35]2[CH:42]=[C:31]([C:28](=[O:30])[CH3:29])[CH:32]=[CH:33][C:34]=2[O:40][CH2:39]1. The yield is 0.550. The catalyst is O1CCCC1.CCCCC. (7) The reactants are CCCCCC.C([Li])CCC.[CH2:12]([O:19][C:20]1[CH:25]=[CH:24][CH:23]=[CH:22][C:21]=1Br)[C:13]1[CH:18]=[CH:17][CH:16]=[CH:15][CH:14]=1.[C:27]([C:31]1[CH:38]=[CH:37][C:34]([CH:35]=[O:36])=[CH:33][CH:32]=1)([CH3:30])([CH3:29])[CH3:28].O. The catalyst is C1COCC1. The product is [CH2:12]([O:19][C:20]1[CH:25]=[CH:24][CH:23]=[CH:22][C:21]=1[CH:35]([C:34]1[CH:37]=[CH:38][C:31]([C:27]([CH3:30])([CH3:29])[CH3:28])=[CH:32][CH:33]=1)[OH:36])[C:13]1[CH:18]=[CH:17][CH:16]=[CH:15][CH:14]=1. The yield is 0.600. (8) The reactants are Cl.[NH2:2][CH:3]([C:16]1[CH:21]=[CH:20][C:19]([Br:22])=[CH:18][CH:17]=1)[C:4]([C@@H:6]1[CH2:11][CH2:10][CH2:9][CH2:8][C@H:7]1[C:12]([O:14][CH3:15])=[O:13])=[O:5].[F:23][C:24]1[CH:32]=[CH:31][C:27]([C:28](Cl)=[O:29])=[CH:26][CH:25]=1.CCN(C(C)C)C(C)C. The catalyst is ClCCl. The product is [Br:22][C:19]1[CH:18]=[CH:17][C:16]([CH:3]([NH:2][C:28](=[O:29])[C:27]2[CH:31]=[CH:32][C:24]([F:23])=[CH:25][CH:26]=2)[C:4]([C@@H:6]2[CH2:11][CH2:10][CH2:9][CH2:8][C@H:7]2[C:12]([O:14][CH3:15])=[O:13])=[O:5])=[CH:21][CH:20]=1. The yield is 0.350. (9) The reactants are [CH2:1]([O:3][C:4]([C:6]1[CH:7]=[N:8][C:9]2[C:14]([C:15]=1Cl)=[CH:13][CH:12]=[CH:11][C:10]=2[O:17][CH3:18])=[O:5])[CH3:2].[CH3:19][O:20][CH2:21][CH2:22][CH2:23][NH2:24]. No catalyst specified. The product is [CH2:1]([O:3][C:4]([C:6]1[CH:7]=[N:8][C:9]2[C:14]([C:15]=1[NH:24][CH2:23][CH2:22][CH2:21][O:20][CH3:19])=[CH:13][CH:12]=[CH:11][C:10]=2[O:17][CH3:18])=[O:5])[CH3:2]. The yield is 1.00. (10) The reactants are [CH3:1][O:2][C:3]1[CH:8]=[C:7]([CH:9]=[CH:10][C:11]2[CH:16]=[CH:15][C:14]([N+:17]([O-])=O)=[CH:13][CH:12]=2)[CH:6]=[C:5]([O:20][CH3:21])[C:4]=1[O:22][CH3:23]. The catalyst is C1COCC1.[Ni]. The product is [CH3:21][O:20][C:5]1[CH:6]=[C:7]([CH2:9][CH2:10][C:11]2[CH:12]=[CH:13][C:14]([NH2:17])=[CH:15][CH:16]=2)[CH:8]=[C:3]([O:2][CH3:1])[C:4]=1[O:22][CH3:23]. The yield is 0.740.